From a dataset of Catalyst prediction with 721,799 reactions and 888 catalyst types from USPTO. Predict which catalyst facilitates the given reaction. (1) Reactant: C([O:5][C:6](=[O:43])[CH2:7][CH:8]1[C:17]2[C:12](=[C:13]([CH3:35])[C:14]([C:18]3[N:22]=[C:21]([C:23]4[CH:28]=[CH:27][C:26]([O:29][CH:30]([CH3:32])[CH3:31])=[C:25]([C:33]#[N:34])[CH:24]=4)[O:20][N:19]=3)=[CH:15][CH:16]=2)[CH2:11][CH2:10][N:9]1[C:36]([O:38][C:39]([CH3:42])([CH3:41])[CH3:40])=[O:37])CCC.[OH-].[Na+]. Product: [C:33]([C:25]1[CH:24]=[C:23]([C:21]2[O:20][N:19]=[C:18]([C:14]3[C:13]([CH3:35])=[C:12]4[C:17](=[CH:16][CH:15]=3)[CH:8]([CH2:7][C:6]([OH:43])=[O:5])[N:9]([C:36]([O:38][C:39]([CH3:40])([CH3:42])[CH3:41])=[O:37])[CH2:10][CH2:11]4)[N:22]=2)[CH:28]=[CH:27][C:26]=1[O:29][CH:30]([CH3:31])[CH3:32])#[N:34]. The catalyst class is: 8. (2) Reactant: [F:1][C:2]1([F:20])[CH2:7][CH2:6][CH:5]([CH:8]([C:10]2[CH2:19][CH2:18][C:13]3([O:17][CH2:16][CH2:15][O:14]3)[CH2:12][CH:11]=2)[OH:9])[CH2:4][CH2:3]1.N1C=CC=CC=1.[C:27](Cl)(=[O:34])[C:28]1[CH:33]=[CH:32][CH:31]=[CH:30][CH:29]=1. Product: [C:27]([O:9][CH:8]([CH:5]1[CH2:6][CH2:7][C:2]([F:1])([F:20])[CH2:3][CH2:4]1)[C:10]1[CH2:19][CH2:18][C:13]2([O:14][CH2:15][CH2:16][O:17]2)[CH2:12][CH:11]=1)(=[O:34])[C:28]1[CH:33]=[CH:32][CH:31]=[CH:30][CH:29]=1. The catalyst class is: 143. (3) Reactant: [F:1][C:2]1[CH:7]=[CH:6][C:5]([F:8])=[CH:4][C:3]=1[C@@H:9]1[N:14]([CH2:15][C:16]2[CH:21]=[CH:20][CH:19]=[CH:18][CH:17]=2)[C:13](=[O:22])[CH2:12][CH2:11][C@H:10]1[N+:23]([O-])=O.[BH4-].[Na+].[C:28](O[C:28]([O:30][C:31]([CH3:34])([CH3:33])[CH3:32])=[O:29])([O:30][C:31]([CH3:34])([CH3:33])[CH3:32])=[O:29]. Product: [F:1][C:2]1[CH:7]=[CH:6][C:5]([F:8])=[CH:4][C:3]=1[C@H:9]1[C@H:10]([NH:23][C:28](=[O:29])[O:30][C:31]([CH3:34])([CH3:33])[CH3:32])[CH2:11][CH2:12][C:13](=[O:22])[N:14]1[CH2:15][C:16]1[CH:21]=[CH:20][CH:19]=[CH:18][CH:17]=1. The catalyst class is: 652. (4) The catalyst class is: 56. Reactant: [F:1][C:2]1[CH:10]=[CH:9][C:8]([F:11])=[CH:7][C:3]=1C(O)=O.C(N(CC)CC)C.C1(OP(N=[N+]=[N-])(=O)OC2C=CC=CC=2)C=CC=CC=1.FC1C=CC(F)=CC=1[C:41]([N:43]=[N+]=[N-])=[O:42].[NH2:51][C:52]1[CH:57]=[CH:56][C:55]([C:58]2[CH:66]=[CH:65][C:64]([C:67]3[NH:68][C:69]([CH3:72])=[CH:70][N:71]=3)=[C:63]3[C:59]=2[CH2:60][NH:61][C:62]3=[O:73])=[C:54]([F:74])[CH:53]=1. Product: [F:1][C:2]1[CH:10]=[CH:9][C:8]([F:11])=[CH:7][C:3]=1[NH:43][C:41]([NH:51][C:52]1[CH:57]=[CH:56][C:55]([C:58]2[CH:66]=[CH:65][C:64]([C:67]3[NH:68][C:69]([CH3:72])=[CH:70][N:71]=3)=[C:63]3[C:59]=2[CH2:60][NH:61][C:62]3=[O:73])=[C:54]([F:74])[CH:53]=1)=[O:42]. (5) Reactant: ClC(Cl)(O[C:5](=[O:11])OC(Cl)(Cl)Cl)Cl.[C:13]1([CH2:19][O:20][C:21](=[O:40])[NH:22][C@@:23]2([CH2:37][CH:38]=[CH2:39])[CH2:28][CH2:27][NH:26][C@@H:25]([C:29]3[CH:34]=[CH:33][C:32]([F:35])=[CH:31][C:30]=3[CH3:36])[CH2:24]2)[CH:18]=[CH:17][CH:16]=[CH:15][CH:14]=1.[F:41][C:42]([F:57])([F:56])[C:43]1[CH:44]=[C:45]([CH2:53][NH:54][CH3:55])[CH:46]=[C:47]([C:49]([F:52])([F:51])[F:50])[CH:48]=1.C([O-])(O)=O.[Na+]. Product: [C:13]1([CH2:19][O:20][C:21](=[O:40])[NH:22][C@@:23]2([CH2:37][CH:38]=[CH2:39])[CH2:28][CH2:27][N:26]([C:5]([N:54]([CH2:53][C:45]3[CH:46]=[C:47]([C:49]([F:50])([F:51])[F:52])[CH:48]=[C:43]([C:42]([F:41])([F:56])[F:57])[CH:44]=3)[CH3:55])=[O:11])[C@@H:25]([C:29]3[CH:34]=[CH:33][C:32]([F:35])=[CH:31][C:30]=3[CH3:36])[CH2:24]2)[CH:14]=[CH:15][CH:16]=[CH:17][CH:18]=1. The catalyst class is: 13. (6) Reactant: [Cl:1][C:2]1[CH:26]=[CH:25][C:5]([C:6]([NH:8][C:9]2[CH:18]=[C:17]3[C:12]([CH:13]=[CH:14][CH:15]=[C:16]3[N:19]3[CH2:24][CH2:23][NH:22][CH2:21][CH2:20]3)=[CH:11][CH:10]=2)=[O:7])=[CH:4][CH:3]=1.[CH:27](=O)[CH2:28][CH3:29].C([BH3-])#N.[Na+]. Product: [Cl:1][C:2]1[CH:3]=[CH:4][C:5]([C:6]([NH:8][C:9]2[CH:18]=[C:17]3[C:12]([CH:13]=[CH:14][CH:15]=[C:16]3[N:19]3[CH2:24][CH2:23][N:22]([CH2:27][CH2:28][CH3:29])[CH2:21][CH2:20]3)=[CH:11][CH:10]=2)=[O:7])=[CH:25][CH:26]=1. The catalyst class is: 130. (7) Reactant: CS(O[CH2:6][CH2:7][C:8]1[CH:22]=[CH:21][C:11]([O:12][CH2:13][C:14]([O:16][C:17]([CH3:20])([CH3:19])[CH3:18])=[O:15])=[CH:10][CH:9]=1)(=O)=O.C(#N)C.[SH:26][C:27]1[CH:36]=[CH:35][CH:34]=[CH:33][C:28]=1[C:29]([O:31][CH3:32])=[O:30].C(=O)([O-])[O-].[K+].[K+]. Product: [C:17]([O:16][C:14](=[O:15])[CH2:13][O:12][C:11]1[CH:10]=[CH:9][C:8]([CH2:7][CH2:6][S:26][C:27]2[CH:36]=[CH:35][CH:34]=[CH:33][C:28]=2[C:29]([O:31][CH3:32])=[O:30])=[CH:22][CH:21]=1)([CH3:18])([CH3:19])[CH3:20]. The catalyst class is: 25.